Dataset: Catalyst prediction with 721,799 reactions and 888 catalyst types from USPTO. Task: Predict which catalyst facilitates the given reaction. (1) Reactant: [CH2:1]([NH:8][C:9]([N:11]1[CH2:20][CH2:19][C:18]2[N:17]=[C:16]([C:21](OC)=[O:22])[CH:15]=[CH:14][C:13]=2[CH2:12]1)=[O:10])[C:2]1[CH:7]=[CH:6][CH:5]=[CH:4][CH:3]=1.[K].[NH2:26][OH:27].C(O)(=O)C. Product: [CH2:1]([NH:8][C:9]([N:11]1[CH2:20][CH2:19][C:18]2[N:17]=[C:16]([C:21]([NH:26][OH:27])=[O:22])[CH:15]=[CH:14][C:13]=2[CH2:12]1)=[O:10])[C:2]1[CH:3]=[CH:4][CH:5]=[CH:6][CH:7]=1. The catalyst class is: 5. (2) Reactant: Br[C:2]1[CH:7]=[N:6][N:5]([C:8]2[CH:13]=[CH:12][C:11]([S:14]([CH3:17])(=[O:16])=[O:15])=[C:10]([C:18]3[CH2:22][CH2:21][O:20][N:19]=3)[C:9]=2[CH3:23])[C:4](=[O:24])[C:3]=1[O:25][CH3:26].O1CC[C:29](C2C(C)=C(C3C=NNC(=O)C=3OC)C=CC=2S(C)(=O)=O)=N1.[Cl-].C[Zn+]. Product: [O:20]1[CH2:21][CH2:22][C:18]([C:10]2[C:9]([CH3:23])=[C:8]([N:5]3[C:4](=[O:24])[C:3]([O:25][CH3:26])=[C:2]([CH3:29])[CH:7]=[N:6]3)[CH:13]=[CH:12][C:11]=2[S:14]([CH3:17])(=[O:16])=[O:15])=[N:19]1. The catalyst class is: 627.